This data is from Catalyst prediction with 721,799 reactions and 888 catalyst types from USPTO. The task is: Predict which catalyst facilitates the given reaction. (1) Reactant: [N:1]([CH2:4][CH2:5][O:6][C:7]1[CH:18]=[CH:17][C:10]([CH:11]=[C:12]([C:15]#[N:16])[C:13]#[N:14])=[CH:9][CH:8]=1)=[N+:2]=[N-:3].[C:19]([CH2:21][C:22]([NH2:24])=[S:23])#[N:20]. Product: [NH2:16][C:15]1[C:12]([C:13]#[N:14])=[C:11]([C:10]2[CH:17]=[CH:18][C:7]([O:6][CH2:5][CH2:4][N:1]=[N+:2]=[N-:3])=[CH:8][CH:9]=2)[C:21]([C:19]#[N:20])=[C:22]([SH:23])[N:24]=1. The catalyst class is: 8. (2) Reactant: [N:1]1[C:10]2[C:5](=[CH:6][CH:7]=[CH:8][CH:9]=2)[C:4]([O:11][CH2:12][CH2:13][CH2:14][OH:15])=[CH:3][CH:2]=1.C(N(CC)CC)C.[CH3:23][S:24](Cl)(=[O:26])=[O:25]. Product: [S:24]([O:15][CH2:14][CH2:13][CH2:12][O:11][C:4]1[C:5]2[C:10](=[CH:9][CH:8]=[CH:7][CH:6]=2)[N:1]=[CH:2][CH:3]=1)(=[O:26])(=[O:25])[CH3:23]. The catalyst class is: 4. (3) Reactant: [OH:1][C@H:2]([CH3:38])[C@H:3]([NH:7][C:8]([C:10]1[C:18]2[C:13](=[N:14][CH:15]=[C:16]([C:19]3[C:27]4[C:22](=[CH:23][C:24]([F:28])=[CH:25][CH:26]=4)[N:21]([CH3:29])[N:20]=3)[N:17]=2)[N:12](COCC[Si](C)(C)C)[CH:11]=1)=[O:9])[CH2:4][O:5][CH3:6].C(O)(C(F)(F)F)=O.C(N)CN. Product: [OH:1][C@H:2]([CH3:38])[C@H:3]([NH:7][C:8]([C:10]1[C:18]2[C:13](=[N:14][CH:15]=[C:16]([C:19]3[C:27]4[C:22](=[CH:23][C:24]([F:28])=[CH:25][CH:26]=4)[N:21]([CH3:29])[N:20]=3)[N:17]=2)[NH:12][CH:11]=1)=[O:9])[CH2:4][O:5][CH3:6]. The catalyst class is: 4. (4) Reactant: [C:1]([C:3]1[N:4]([NH:8]C(=O)OC(C)(C)C)[CH:5]=[CH:6][CH:7]=1)#[N:2].O1CCOCC1.[ClH:22].O1CCOCC1.CCOC(C)=O.CCCCCC. Product: [ClH:22].[NH2:8][N:4]1[CH:5]=[CH:6][CH:7]=[C:3]1[C:1]#[N:2]. The catalyst class is: 27. (5) Reactant: [C:1]([Si:5]([O:8]/[C:9](/[C:12]1[CH:17]=[CH:16][CH:15]=[C:14](Cl)[CH:13]=1)=[CH:10]\[CH3:11])([CH3:7])[CH3:6])([CH3:4])([CH3:3])[CH3:2].[CH:19]1[C:28]2[C:19](=[CH:20][CH:21]=CC=2)[CH:28]=[CH:21][C:20]=1C(=O)CC.[Si](OS(C(F)(F)F)(=O)=O)(C(C)(C)C)(C)C.CCN(CC)CC. Product: [C:1]([Si:5]([CH3:7])([CH3:6])[O:8]/[C:9](/[C:12]1[CH:17]=[CH:16][C:15]2[C:14](=[CH:28][CH:19]=[CH:20][CH:21]=2)[CH:13]=1)=[CH:10]\[CH3:11])([CH3:4])([CH3:3])[CH3:2]. The catalyst class is: 2. (6) The catalyst class is: 235. Reactant: Cl[C:2]1[N:7]=[C:6]([N:8]2[CH2:13][CH2:12][CH:11]([CH2:14][NH:15][C:16](=[O:30])[C:17]3[CH:22]=[C:21]([O:23][CH3:24])[CH:20]=[C:19]([O:25][CH2:26][CH:27]4[CH2:29][CH2:28]4)[CH:18]=3)[CH2:10][CH2:9]2)[CH:5]=[CH:4][N:3]=1.CC1(C)C(C)(C)OB([C:39]2[CH:40]=[C:41]([C:45]3[N:46]([CH2:50][O:51][CH2:52][CH2:53][Si:54]([CH3:57])([CH3:56])[CH3:55])[CH:47]=[CH:48][N:49]=3)[CH:42]=C[CH:44]=2)O1.C([O-])([O-])=O.[Na+].[Na+].CC#[N:67].O. Product: [CH:27]1([CH2:26][O:25][C:19]2[CH:18]=[C:17]([CH:22]=[C:21]([O:23][CH3:24])[CH:20]=2)[C:16]([NH:15][CH2:14][CH:11]2[CH2:10][CH2:9][N:8]([C:6]3[N:67]=[C:4]([C:5]4[CH:44]=[CH:39][CH:40]=[C:41]([C:45]5[N:46]([CH2:50][O:51][CH2:52][CH2:53][Si:54]([CH3:57])([CH3:56])[CH3:55])[CH:47]=[CH:48][N:49]=5)[CH:42]=4)[N:3]=[CH:2][N:7]=3)[CH2:13][CH2:12]2)=[O:30])[CH2:29][CH2:28]1. (7) Reactant: [F-].[K+].[Br:3][C:4]1[N:8]2[N:9]=[C:10](Cl)[CH:11]=[CH:12][C:7]2=[N:6][CH:5]=1.[CH3:14][C:15]1[CH:20]=[CH:19][C:18]([CH3:21])=[CH:17][C:16]=1[CH:22]1[CH2:26][CH2:25][CH2:24][NH:23]1. Product: [Br:3][C:4]1[N:8]2[N:9]=[C:10]([N:23]3[CH2:24][CH2:25][CH2:26][CH:22]3[C:16]3[CH:17]=[C:18]([CH3:21])[CH:19]=[CH:20][C:15]=3[CH3:14])[CH:11]=[CH:12][C:7]2=[N:6][CH:5]=1. The catalyst class is: 16. (8) Reactant: C[O:2][C:3](=O)[C:4]1[CH:9]=[CH:8][C:7]([CH2:10][Br:11])=[CH:6][CH:5]=1.CC(C[AlH]CC(C)C)C. Product: [Br:11][CH2:10][C:7]1[CH:8]=[CH:9][C:4]([CH2:3][OH:2])=[CH:5][CH:6]=1. The catalyst class is: 2. (9) Reactant: [C:1](/[C:3](=[C:5]1/[C:6]2[CH:19]=[CH:18][C:17]([C:20](OC)=[O:21])=[CH:16][C:7]=2[O:8][CH2:9][C:10]2[CH:15]=[CH:14][CH:13]=[CH:12][C:11]/1=2)/[CH3:4])#[N:2].[BH4-].[Li+].Cl. Product: [OH:21][CH2:20][C:17]1[CH:18]=[CH:19][C:6]2=[C:7]([CH:16]=1)[O:8][CH2:9][C:10]1[CH:15]=[CH:14][CH:13]=[CH:12][C:11]=1/[C:5]/2=[C:3](/[CH3:4])\[C:1]#[N:2]. The catalyst class is: 1. (10) Reactant: [CH2:1]=[C:2]1[CH2:7][CH2:6][CH:5]([C:8]2[CH:13]=[C:12]([N:14]([CH2:23][O:24][CH2:25][CH2:26][Si:27]([CH3:30])([CH3:29])[CH3:28])[CH2:15][O:16][CH2:17][CH2:18][Si:19]([CH3:22])([CH3:21])[CH3:20])[N:11]3[N:31]=[CH:32][C:33]([C:34]4[CH:35]=[N:36][C:37]([C:40]5[CH:45]=[CH:44][CH:43]=[CH:42][CH:41]=5)=[CH:38][CH:39]=4)=[C:10]3[N:9]=2)[CH2:4][CH2:3]1.C1C=C(Cl)C=C(C(OO)=[O:54])C=1. Product: [C:40]1([C:37]2[N:36]=[CH:35][C:34]([C:33]3[CH:32]=[N:31][N:11]4[C:12]([N:14]([CH2:23][O:24][CH2:25][CH2:26][Si:27]([CH3:28])([CH3:29])[CH3:30])[CH2:15][O:16][CH2:17][CH2:18][Si:19]([CH3:20])([CH3:21])[CH3:22])=[CH:13][C:8]([CH:5]5[CH2:4][CH2:3][C:2]6([O:54][CH2:1]6)[CH2:7][CH2:6]5)=[N:9][C:10]=34)=[CH:39][CH:38]=2)[CH:41]=[CH:42][CH:43]=[CH:44][CH:45]=1. The catalyst class is: 2.